This data is from CYP2C19 inhibition data for predicting drug metabolism from PubChem BioAssay. The task is: Regression/Classification. Given a drug SMILES string, predict its absorption, distribution, metabolism, or excretion properties. Task type varies by dataset: regression for continuous measurements (e.g., permeability, clearance, half-life) or binary classification for categorical outcomes (e.g., BBB penetration, CYP inhibition). Dataset: cyp2c19_veith. (1) The drug is CC1(C)S[C@@H]2[C@H](NC(=O)C3(N)CCCCC3)C(=O)N2[C@H]1C(=O)O. The result is 0 (non-inhibitor). (2) The compound is NCC(=O)NC1(C(=O)O)CCCC1. The result is 0 (non-inhibitor).